The task is: Predict the reaction yield, written as a fraction of the theoretical maximum amount of product (1.0 means a 100% yield; for example, 0.34 means a 34% yield).. This data is from Reaction yield outcomes from USPTO patents with 853,638 reactions. (1) The reactants are Br[CH2:2][C:3]1[CH:4]=[CH:5][C:6]([F:9])=[N:7][CH:8]=1.[F:10][CH:11]([F:21])[C:12]([N:14]=[C:15]1[CH:20]=[CH:19][CH:18]=[CH:17][NH:16]1)=[O:13].C(=O)([O-])[O-].[K+].[K+].C(OCC)(=O)C. The catalyst is CN(C=O)C.O. The product is [F:21][CH:11]([F:10])[C:12]([N:14]=[C:15]1[CH:20]=[CH:19][CH:18]=[CH:17][N:16]1[CH2:2][C:3]1[CH:8]=[N:7][C:6]([F:9])=[CH:5][CH:4]=1)=[O:13]. The yield is 0.260. (2) The reactants are [Cl:1][C:2]1[CH:3]=[C:4]([CH:19]=[CH:20][C:21]=1[C:22]([OH:24])=O)[C:5]([NH:7][CH2:8][C:9]1[NH:13][C:12]2[CH:14]=[CH:15][C:16]([Cl:18])=[CH:17][C:11]=2[N:10]=1)=[O:6].CN(C(ON1N=NC2C=CC=CC1=2)=[N+](C)C)C.[B-](F)(F)(F)F.C(N(C(C)C)CC)(C)C.[CH3:56][N:57]1[CH2:62][CH2:61][NH:60][CH2:59][C:58]1=[O:63].ClCl. The catalyst is CN(C=O)C. The product is [Cl:1][C:2]1[CH:3]=[C:4]([CH:19]=[CH:20][C:21]=1[C:22]([N:60]1[CH2:61][CH2:62][N:57]([CH3:56])[C:58](=[O:63])[CH2:59]1)=[O:24])[C:5]([NH:7][CH2:8][C:9]1[NH:13][C:12]2[CH:14]=[CH:15][C:16]([Cl:18])=[CH:17][C:11]=2[N:10]=1)=[O:6]. The yield is 0.0900. (3) The reactants are [CH3:1][C:2]1[CH:7]=[CH:6][CH:5]=[CH:4][C:3]=1[C:8]1[NH:12][CH:11]=[C:10]([CH:13]=[O:14])[CH:9]=1.[H-].[Na+].C1OCCOCCOCCOCCOC1.Cl.[N:33]1[CH:38]=[CH:37][CH:36]=[C:35]([S:39](Cl)(=[O:41])=[O:40])[CH:34]=1. The catalyst is O1CCCC1.CN(C)C=O. The product is [CH3:1][C:2]1[CH:7]=[CH:6][CH:5]=[CH:4][C:3]=1[C:8]1[N:12]([S:39]([C:35]2[CH:34]=[N:33][CH:38]=[CH:37][CH:36]=2)(=[O:41])=[O:40])[CH:11]=[C:10]([CH:13]=[O:14])[CH:9]=1. The yield is 0.800. (4) The reactants are [OH:1][CH2:2][CH2:3][O:4][C:5]1[C:10]([CH3:11])=[CH:9][C:8]([C:12]2[N:21]([C:22]3[CH:27]=[CH:26][C:25]([NH:28]C(=O)C)=[CH:24][CH:23]=3)[C:20](=[O:32])[C:19]3[C:14](=[CH:15][CH:16]=[CH:17][CH:18]=3)[N:13]=2)=[CH:7][C:6]=1[CH3:33]. The catalyst is Cl. The product is [NH2:28][C:25]1[CH:26]=[CH:27][C:22]([N:21]2[C:20](=[O:32])[C:19]3[C:14](=[CH:15][CH:16]=[CH:17][CH:18]=3)[N:13]=[C:12]2[C:8]2[CH:7]=[C:6]([CH3:33])[C:5]([O:4][CH2:3][CH2:2][OH:1])=[C:10]([CH3:11])[CH:9]=2)=[CH:23][CH:24]=1. The yield is 0.750. (5) The reactants are F[C:2]1[CH:8]=[C:7]([F:9])[C:6]([N+:10]([O-:12])=[O:11])=[CH:5][C:3]=1[NH2:4].C(=O)([O-])[O-].[K+].[K+].[SH:19][CH2:20][CH2:21][OH:22]. The catalyst is CN(C=O)C.C(OCC)(=O)C. The product is [NH2:4][C:3]1[CH:5]=[C:6]([N+:10]([O-:12])=[O:11])[C:7]([F:9])=[CH:8][C:2]=1[S:19][CH2:20][CH2:21][OH:22]. The yield is 0.840.